Dataset: Catalyst prediction with 721,799 reactions and 888 catalyst types from USPTO. Task: Predict which catalyst facilitates the given reaction. Reactant: OC[C:3]1[CH:20]=[CH:19][C:6]2/[C:7](=[CH:16]/[C:17]#[N:18])/[C:8]3[CH:15]=[CH:14][CH:13]=[CH:12][C:9]=3CC[C:5]=2[CH:4]=1.[CH2:21]([C:23]1[NH:33][C:26]2=[N:27][C:28]([CH3:32])=[CH:29][C:30]([CH3:31])=[C:25]2[N:24]=1)[CH3:22].[C:34]1(P(C2C=CC=CC=2)C2C=CC=CC=2)C=CC=CC=1.N(C(OC(C)(C)C)=O)=N[C:55](OC(C)(C)C)=[O:56]. Product: [CH2:21]([C:23]1[N:33]([CH2:34][C:3]2[CH:20]=[CH:19][C:6]3=[C:5]([CH:4]=2)[O:56][CH2:55][C:9]2[CH:12]=[CH:13][CH:14]=[CH:15][C:8]=2/[C:7]/3=[CH:16]\[C:17]#[N:18])[C:26]2=[N:27][C:28]([CH3:32])=[CH:29][C:30]([CH3:31])=[C:25]2[N:24]=1)[CH3:22]. The catalyst class is: 1.